This data is from Full USPTO retrosynthesis dataset with 1.9M reactions from patents (1976-2016). The task is: Predict the reactants needed to synthesize the given product. (1) Given the product [N:17]1[CH:18]=[CH:19][CH:20]=[CH:21][C:16]=1[O:8][C:7]1[C:2]([NH2:1])=[N:3][CH:4]=[CH:5][CH:6]=1, predict the reactants needed to synthesize it. The reactants are: [NH2:1][C:2]1[C:7]([OH:8])=[CH:6][CH:5]=[CH:4][N:3]=1.C([O-])([O-])=O.[Cs+].[Cs+].F[C:16]1[CH:21]=[CH:20][CH:19]=[CH:18][N:17]=1.O. (2) Given the product [CH:23]([N:22]1[C:18]([CH3:15])=[C:19]([CH:26]=[O:27])[CH:20]=[N:21]1)([CH3:25])[CH3:24], predict the reactants needed to synthesize it. The reactants are: C(OC)(=O)CC(C)=O.Cl.C(NN)(C)C.[CH:15]1([C:18]2[N:22]([CH:23]([CH3:25])[CH3:24])[N:21]=[CH:20][C:19]=2[CH:26]=[O:27])CC1. (3) Given the product [NH2:15][CH2:14][C:11]1[CH:12]=[N:13][C:8]([O:7][CH:1]2[CH2:2][CH2:3][CH2:4][CH2:5][CH2:6]2)=[CH:9][CH:10]=1, predict the reactants needed to synthesize it. The reactants are: [CH:1]1([O:7][C:8]2[N:13]=[CH:12][C:11]([C:14]#[N:15])=[CH:10][CH:9]=2)[CH2:6][CH2:5][CH2:4][CH2:3][CH2:2]1.B. (4) Given the product [OH:26][CH2:25][CH:24]([N:18]1[C:17](=[O:38])[C:16]2[C:21](=[CH:22][CH:23]=[C:14]([N:11]3[CH2:12][CH2:13][NH:8][CH2:9][CH2:10]3)[CH:15]=2)[N:20]=[CH:19]1)[C:31]([OH:33])=[O:32], predict the reactants needed to synthesize it. The reactants are: C(OC([N:8]1[CH2:13][CH2:12][N:11]([C:14]2[CH:15]=[C:16]3[C:21](=[CH:22][CH:23]=2)[N:20]=[CH:19][N:18]([CH:24]([C:31]([O:33]C(C)(C)C)=[O:32])[CH2:25][O:26]C(C)(C)C)[C:17]3=[O:38])[CH2:10][CH2:9]1)=O)(C)(C)C.FC(F)(F)C(O)=O. (5) Given the product [OH:37][C:38]1[CH:39]=[C:40]([C:44]2[C:45]3[CH2:58][CH2:57][N:56]([C:59]4[CH:64]=[CH:63][C:62]([S:65]([NH2:68])(=[O:67])=[O:66])=[CH:61][CH:60]=4)[C:46]=3[N:47]=[C:48]([N:50]3[CH2:55][CH2:54][O:53][CH2:52][CH2:51]3)[N:49]=2)[CH:41]=[CH:42][CH:43]=1, predict the reactants needed to synthesize it. The reactants are: ClC1C(CCCl)=C(C2C=CC=C(OC)C=2)N=C(N2CCOCC2)N=1.NC1C=CC(S(N)(=O)=O)=CC=1.C[O:37][C:38]1[CH:39]=[C:40]([C:44]2[C:45]3[CH2:58][CH2:57][N:56]([C:59]4[CH:64]=[CH:63][C:62]([S:65]([NH2:68])(=[O:67])=[O:66])=[CH:61][CH:60]=4)[C:46]=3[N:47]=[C:48]([N:50]3[CH2:55][CH2:54][O:53][CH2:52][CH2:51]3)[N:49]=2)[CH:41]=[CH:42][CH:43]=1. (6) Given the product [C:26]([C:21]1[CH:22]=[CH:23][CH:24]=[CH:25][C:20]=1[C:17]1[CH:18]=[CH:19][C:14]([CH2:13][NH:12][C:3]2[C:2]([NH:1][C:29]([O:31][CH3:32])=[O:30])=[CH:11][CH:10]=[CH:9][C:4]=2[C:5]([O:7][CH3:8])=[O:6])=[CH:15][CH:16]=1)#[N:27], predict the reactants needed to synthesize it. The reactants are: [NH2:1][C:2]1[C:3]([NH:12][CH2:13][C:14]2[CH:19]=[CH:18][C:17]([C:20]3[CH:25]=[CH:24][CH:23]=[CH:22][C:21]=3[C:26]#[N:27])=[CH:16][CH:15]=2)=[C:4]([CH:9]=[CH:10][CH:11]=1)[C:5]([O:7][CH3:8])=[O:6].Cl[C:29]([O:31][CH3:32])=[O:30]. (7) Given the product [NH2:16][C:4]1[C:5]([C:8]([C:10]2[CH:11]=[N:12][CH:13]=[CH:14][CH:15]=2)=[O:9])=[N:6][CH:7]=[C:2]([Cl:1])[CH:3]=1, predict the reactants needed to synthesize it. The reactants are: [Cl:1][C:2]1[CH:3]=[C:4]([N+:16]([O-])=O)[C:5]([C:8]([C:10]2[CH:11]=[N:12][CH:13]=[CH:14][CH:15]=2)=[O:9])=[N:6][CH:7]=1.Cl[Sn]Cl. (8) Given the product [C:27]1([C:30]2[CH:31]=[CH:32][CH:33]=[CH:34][CH:35]=2)[CH:26]=[CH:25][C:24](/[C:22](/[CH3:23])=[CH:21]/[CH2:20][OH:19])=[CH:29][CH:28]=1, predict the reactants needed to synthesize it. The reactants are: CC(C[AlH]CC(C)C)C.C1(C)C=CC=CC=1.C([O:19][C:20](=O)[CH:21]=[C:22]([C:24]1[CH:29]=[CH:28][C:27]([C:30]2[CH:35]=[CH:34][CH:33]=[CH:32][CH:31]=2)=[CH:26][CH:25]=1)[CH3:23])C.[C@H](O)(C([O-])=O)[C@@H](O)C([O-])=O.[Na+].[K+]. (9) Given the product [F:1][C:2]1[CH:3]=[CH:4][C:5]([N:8]([CH2:9][C:10]2[N:11]=[C:12]([C:15]3[CH:16]=[CH:17][CH:18]=[CH:19][CH:20]=3)[S:13][CH:14]=2)[C:23](=[O:24])[C:22]([CH3:27])([CH3:26])[CH3:21])=[CH:6][CH:7]=1, predict the reactants needed to synthesize it. The reactants are: [F:1][C:2]1[CH:7]=[CH:6][C:5]([NH:8][CH2:9][C:10]2[N:11]=[C:12]([C:15]3[CH:20]=[CH:19][CH:18]=[CH:17][CH:16]=3)[S:13][CH:14]=2)=[CH:4][CH:3]=1.[CH3:21][C:22]([CH3:27])([CH3:26])[C:23](Cl)=[O:24].C(N(C(C)C)CC)(C)C.